Task: Predict the reactants needed to synthesize the given product.. Dataset: Full USPTO retrosynthesis dataset with 1.9M reactions from patents (1976-2016) (1) Given the product [C:32]1([CH3:42])[CH:33]=[CH:34][C:35]([S:38]([O-:41])(=[O:39])=[O:40])=[CH:36][CH:37]=1.[OH:30][C:24]1([CH2:23][NH+:20]2[CH2:19][CH2:18][CH:17]([CH2:16][O:15][C:12]3[C:11]4[C:6]([O:5][CH2:1][CH:2]([CH3:4])[CH3:3])=[CH:7][CH:8]=[CH:9][C:10]=4[O:14][N:13]=3)[CH2:22][CH2:21]2)[CH2:29][CH2:28][O:27][CH2:26][CH2:25]1, predict the reactants needed to synthesize it. The reactants are: [CH2:1]([O:5][C:6]1[C:11]2[C:12]([O:15][CH2:16][CH:17]3[CH2:22][CH2:21][N:20]([CH2:23][C:24]4([OH:30])[CH2:29][CH2:28][O:27][CH2:26][CH2:25]4)[CH2:19][CH2:18]3)=[N:13][O:14][C:10]=2[CH:9]=[CH:8][CH:7]=1)[CH:2]([CH3:4])[CH3:3].O.[C:32]1([CH3:42])[CH:37]=[CH:36][C:35]([S:38]([OH:41])(=[O:40])=[O:39])=[CH:34][CH:33]=1. (2) Given the product [O:1]([C:5]1[CH:10]=[CH:9][C:8]([NH2:11])=[CH:7][N:6]=1)[CH:2]([CH3:4])[CH3:3], predict the reactants needed to synthesize it. The reactants are: [O:1]([C:5]1[CH:10]=[CH:9][C:8]([N+:11]([O-])=O)=[CH:7][N:6]=1)[CH:2]([CH3:4])[CH3:3].